Dataset: Reaction yield outcomes from USPTO patents with 853,638 reactions. Task: Predict the reaction yield, written as a fraction of the theoretical maximum amount of product (1.0 means a 100% yield; for example, 0.34 means a 34% yield). The reactants are [F:1][C:2]1[CH:9]=[CH:8][C:5]([CH2:6][NH2:7])=[CH:4][CH:3]=1.C(OC([NH:17][CH2:18][C:19]1[CH:20]=[CH:21][C:22]([C:25]([O-])=[O:26])=[N:23][CH:24]=1)=O)(C)(C)C.[Li+].CCN(C(C)C)C(C)C. No catalyst specified. The product is [F:1][C:2]1[CH:9]=[CH:8][C:5]([CH2:6][NH:7][C:25]([C:22]2[CH:21]=[CH:20][C:19]([CH2:18][NH2:17])=[CH:24][N:23]=2)=[O:26])=[CH:4][CH:3]=1. The yield is 0.260.